This data is from Tox21: 12 toxicity assays (nuclear receptors and stress response pathways). The task is: Binary classification across 12 toxicity assays. (1) The molecule is O=C1OC(OC(=O)c2cccnc2Nc2cccc(C(F)(F)F)c2)c2ccccc21. It tested positive (active) for: SR-MMP (Mitochondrial Membrane Potential disruption). (2) The drug is CCCCCCCOC(C)=O. It tested positive (active) for: NR-ER (Estrogen Receptor agonist activity). (3) The molecule is O=C1c2ccccc2C(=O)C1(O)O. It tested positive (active) for: NR-AhR (Aryl hydrocarbon Receptor agonist activity), SR-MMP (Mitochondrial Membrane Potential disruption), and SR-p53 (p53 tumor suppressor activation). (4) The compound is Fc1cccc(Cl)c1CCl. It tested positive (active) for: SR-ARE (Antioxidant Response Element (oxidative stress)). (5) The drug is CCN(Cc1ccncc1)C(=O)C(CO)c1ccccc1. It tested positive (active) for: NR-Aromatase (Aromatase enzyme inhibition).